Dataset: Full USPTO retrosynthesis dataset with 1.9M reactions from patents (1976-2016). Task: Predict the reactants needed to synthesize the given product. (1) Given the product [C:44]([CH:46]1[CH2:51][CH2:50][N:49]([C:39]([N:4]2[CH2:5][C:6]3[CH:11]=[C:10]([C:12]4[CH:13]=[CH:14][C:15]([C:18]5[N:19]([C:23]([O:25][CH2:26][CH:27]([CH3:29])[CH3:28])=[O:24])[CH:20]=[CH:21][N:22]=5)=[CH:16][CH:17]=4)[CH:9]=[CH:8][C:7]=3[O:1][CH2:2][CH2:3]2)=[O:40])[CH2:48][CH2:47]1)#[N:45], predict the reactants needed to synthesize it. The reactants are: [O:1]1[C:7]2[CH:8]=[CH:9][C:10]([C:12]3[CH:17]=[CH:16][C:15]([C:18]4[N:19]([C:23]([O:25][CH2:26][CH:27]([CH3:29])[CH3:28])=[O:24])[CH:20]=[CH:21][N:22]=4)=[CH:14][CH:13]=3)=[CH:11][C:6]=2[CH2:5][NH:4][CH2:3][CH2:2]1.CCN(C(C)C)C(C)C.[C:39](Cl)(Cl)=[O:40].Cl.[C:44]([CH:46]1[CH2:51][CH2:50][NH:49][CH2:48][CH2:47]1)#[N:45]. (2) Given the product [Cl:34][C:11]1[CH:12]=[C:13]([C:16]([N:18]2[CH2:27][C:26]3[CH:25]=[N:24][N:23]([CH3:28])[C:22]=3[NH:21][C:20]3[CH:29]=[C:30]([Cl:33])[CH:31]=[CH:32][C:19]2=3)=[O:17])[CH:14]=[CH:15][C:10]=1[CH2:9][NH:8][C:1](=[O:5])[CH:2]([CH3:4])[CH3:3], predict the reactants needed to synthesize it. The reactants are: [C:1](Cl)(=[O:5])[CH:2]([CH3:4])[CH3:3].Cl.[NH2:8][CH2:9][C:10]1[CH:15]=[CH:14][C:13]([C:16]([N:18]2[CH2:27][C:26]3[CH:25]=[N:24][N:23]([CH3:28])[C:22]=3[NH:21][C:20]3[CH:29]=[C:30]([Cl:33])[CH:31]=[CH:32][C:19]2=3)=[O:17])=[CH:12][C:11]=1[Cl:34].CC1C=C2N=C3C(=NC(NC3=O)=O)N(C[C@H](O)[C@H](O)[C@H](O)COP([O-])(O)=O)C2=CC=1C.[Na+]. (3) The reactants are: C([N:8]([CH2:16][C@@H:17]1[O:21][C:20](=[O:22])[N:19]([C:23]2[CH:28]=[CH:27][C:26]([N:29]3[CH2:34][CH2:33][O:32][CH2:31][CH2:30]3)=[C:25]([F:35])[CH:24]=2)[CH2:18]1)CC1C=CC=CC=1)C1C=CC=CC=1.C([O-])=O.[NH4+].N#N. Given the product [NH2:8][CH2:16][C@@H:17]1[O:21][C:20](=[O:22])[N:19]([C:23]2[CH:28]=[CH:27][C:26]([N:29]3[CH2:30][CH2:31][O:32][CH2:33][CH2:34]3)=[C:25]([F:35])[CH:24]=2)[CH2:18]1, predict the reactants needed to synthesize it. (4) Given the product [CH2:1]([NH:3][C:4]([C:6]1[CH:11]=[C:10]([C:12]2[CH:13]=[N:14][N:15]([CH2:17][CH2:18][CH2:19][OH:20])[CH:16]=2)[CH:9]=[CH:8][C:7]=1[NH:21][C:22]1[C:27]([C:28]([F:31])([F:29])[F:30])=[CH:26][N:25]=[C:24]([NH:32][C:33]2[CH:45]=[CH:44][C:36]([CH2:37][P:38](=[O:42])([OH:43])[O:39][CH2:40][CH3:41])=[CH:35][C:34]=2[O:46][CH3:47])[N:23]=1)=[O:5])[CH3:2], predict the reactants needed to synthesize it. The reactants are: [CH2:1]([N:3](CC)[C:4]([C:6]1[CH:11]=[C:10]([C:12]2[CH:13]=[N:14][N:15]([CH2:17][CH2:18][CH2:19][OH:20])[CH:16]=2)[CH:9]=[CH:8][C:7]=1[NH:21][C:22]1[C:27]([C:28]([F:31])([F:30])[F:29])=[CH:26][N:25]=[C:24]([NH:32][C:33]2[CH:45]=[CH:44][C:36]([CH2:37][P:38](=[O:43])([OH:42])[O:39][CH2:40][CH3:41])=[CH:35][C:34]=2[O:46][CH3:47])[N:23]=1)=[O:5])[CH3:2].C(NC(C1C=C(C2C=NN(CCCO)C=2)C=CC=1NC1C(C(F)(F)F)=CN=C(NC2C=CC(CP(=O)(OCC)OCC)=CC=2OC)N=1)=O)C. (5) Given the product [Cl:1][C:2]1[CH:11]=[C:10]([CH3:12])[CH:9]=[CH:8][C:3]=1[CH2:4][OH:5], predict the reactants needed to synthesize it. The reactants are: [Cl:1][C:2]1[CH:11]=[C:10]([CH3:12])[CH:9]=[CH:8][C:3]=1[C:4](OC)=[O:5].CC(C[Al]CC(C)C)C.